From a dataset of Forward reaction prediction with 1.9M reactions from USPTO patents (1976-2016). Predict the product of the given reaction. (1) Given the reactants [Cl:1][CH2:2][C:3]1[CH:7]=[C:6]([CH3:8])[O:5][N:4]=1.[CH2:9]([P:13]([CH2:18][CH2:19][CH2:20][CH3:21])[CH2:14][CH2:15][CH2:16][CH3:17])[CH2:10][CH2:11][CH3:12].CCOCC, predict the reaction product. The product is: [Cl-:1].[CH3:8][C:6]1[O:5][N:4]=[C:3]([CH2:2][P+:13]([CH2:14][CH2:15][CH2:16][CH3:17])([CH2:18][CH2:19][CH2:20][CH3:21])[CH2:9][CH2:10][CH2:11][CH3:12])[CH:7]=1. (2) Given the reactants [C:1](=[S:12])([O:4][CH2:5][C:6]1[CH:11]=[CH:10][CH:9]=[CH:8][CH:7]=1)SC.[CH3:13][CH:14]([CH3:18])[C:15](=[O:17])[CH3:16].[NH2-].[Na+].Cl, predict the reaction product. The product is: [CH3:13][CH:14]([CH3:18])[C:15](=[O:17])[CH2:16][C:1]([O:4][CH2:5][C:6]1[CH:7]=[CH:8][CH:9]=[CH:10][CH:11]=1)=[S:12].